The task is: Predict the reaction yield, written as a fraction of the theoretical maximum amount of product (1.0 means a 100% yield; for example, 0.34 means a 34% yield).. This data is from Reaction yield outcomes from USPTO patents with 853,638 reactions. (1) The reactants are [ClH:1].[S:2]1[CH:6]=[CH:5][C:4]2[C:7]([N:11]3[CH2:16][CH2:15][N:14]([CH2:17][CH2:18][CH2:19][O:20][C:21]4[C:28]([O:29][CH3:30])=[CH:27][C:26]([N:31]5[CH2:35][CH2:34][O:33][C:32]5=[O:36])=[CH:25][C:22]=4[CH:23]=[O:24])[CH2:13][CH2:12]3)=[CH:8][CH:9]=[CH:10][C:3]1=2.Cl.[K].[BH4-].[Na+].Cl.[OH-].[Na+]. No catalyst specified. The product is [ClH:1].[S:2]1[CH:6]=[CH:5][C:4]2[C:7]([N:11]3[CH2:16][CH2:15][N:14]([CH2:17][CH2:18][CH2:19][O:20][C:21]4[C:28]([O:29][CH3:30])=[CH:27][C:26]([N:31]5[CH2:35][CH2:34][O:33][C:32]5=[O:36])=[CH:25][C:22]=4[CH2:23][OH:24])[CH2:13][CH2:12]3)=[CH:8][CH:9]=[CH:10][C:3]1=2. The yield is 0.410. (2) The reactants are [NH2:1][C:2]1[C:11]2[C:6](=[CH:7][CH:8]=[CH:9][C:10]=2[O:12][CH:13]2[CH2:18][CH2:17][CH2:16][CH2:15][CH2:14]2)[N:5]=[C:4]([CH3:19])[C:3]=1[C:20]([OH:22])=[O:21].[ClH:23]. The catalyst is C(O)C. The product is [ClH:23].[NH2:1][C:2]1[C:11]2[C:6](=[CH:7][CH:8]=[CH:9][C:10]=2[O:12][CH:13]2[CH2:18][CH2:17][CH2:16][CH2:15][CH2:14]2)[N:5]=[C:4]([CH3:19])[C:3]=1[C:20]([OH:22])=[O:21]. The yield is 1.00. (3) The reactants are [F:1][C:2]1[CH:11]=[C:10]2[C:5]([CH:6]=[CH:7][C:8]([CH3:12])=[N:9]2)=[C:4]([N:13]2[CH2:18][CH2:17][N:16]([CH2:19][CH2:20][C:21]3[CH:22]=[C:23]([CH:25]=[CH:26][CH:27]=3)[NH2:24])[CH2:15][CH2:14]2)[CH:3]=1.[C:28](Cl)(=[O:30])[CH3:29]. No catalyst specified. The product is [F:1][C:2]1[CH:11]=[C:10]2[C:5]([CH:6]=[CH:7][C:8]([CH3:12])=[N:9]2)=[C:4]([N:13]2[CH2:14][CH2:15][N:16]([CH2:19][CH2:20][C:21]3[CH:22]=[C:23]([NH:24][C:28](=[O:30])[CH3:29])[CH:25]=[CH:26][CH:27]=3)[CH2:17][CH2:18]2)[CH:3]=1. The yield is 0.460. (4) The catalyst is O1CCOCC1.O. The yield is 0.418. The reactants are [F:1][C:2]1[C:11](/[CH:12]=[CH:13]/B2OC(C)(C)C(C)(C)O2)=[CH:10][C:5]([C:6]([O:8][CH3:9])=[O:7])=[CH:4][C:3]=1[O:23][CH3:24].Br[C:26]1[CH:27]=[N:28][C:29]([NH:32][C:33]2[CH:38]=[CH:37][C:36]([N:39]3[CH2:44][C@H:43]([CH3:45])[NH:42][C@H:41]([CH3:46])[CH2:40]3)=[CH:35][CH:34]=2)=[N:30][CH:31]=1.C(Cl)Cl.C([O-])([O-])=O.[Na+].[Na+]. The product is [CH3:46][C@H:41]1[NH:42][C@@H:43]([CH3:45])[CH2:44][N:39]([C:36]2[CH:35]=[CH:34][C:33]([NH:32][C:29]3[N:28]=[CH:27][C:26](/[CH:13]=[CH:12]/[C:11]4[CH:10]=[C:5]([CH:4]=[C:3]([O:23][CH3:24])[C:2]=4[F:1])[C:6]([O:8][CH3:9])=[O:7])=[CH:31][N:30]=3)=[CH:38][CH:37]=2)[CH2:40]1. (5) The reactants are [O:1]1[CH2:6][CH2:5][CH:4]([C:7]([O:9]C)=O)[CH2:3][CH2:2]1.O.[NH2:12][NH2:13]. The catalyst is CO. The product is [O:1]1[CH2:6][CH2:5][CH:4]([C:7]([NH:12][NH2:13])=[O:9])[CH2:3][CH2:2]1. The yield is 0.800. (6) The reactants are [NH2:1][C:2]1[C:11]([C:12]([CH3:14])=[CH2:13])=[N:10][CH:9]=[CH:8][C:3]=1[C:4]([O:6][CH3:7])=[O:5]. The catalyst is [Pd].CCOC(C)=O.CO. The product is [NH2:1][C:2]1[C:11]([CH:12]([CH3:14])[CH3:13])=[N:10][CH:9]=[CH:8][C:3]=1[C:4]([O:6][CH3:7])=[O:5]. The yield is 0.990.